This data is from Full USPTO retrosynthesis dataset with 1.9M reactions from patents (1976-2016). The task is: Predict the reactants needed to synthesize the given product. (1) Given the product [C:1]([NH:4][C:5]1[CH:10]=[CH:9][C:8]([C:11]2[N:20]=[C:19]([C:21]([N:30]3[CH2:29][CH2:28][C:27]4[C:32](=[CH:33][CH:34]=[C:35]([O:36][CH3:37])[C:26]=4[OH:25])[CH2:31]3)=[O:23])[C:18]3[C:13](=[CH:14][CH:15]=[CH:16][CH:17]=3)[N:12]=2)=[CH:7][CH:6]=1)(=[O:3])[CH3:2], predict the reactants needed to synthesize it. The reactants are: [C:1]([NH:4][C:5]1[CH:10]=[CH:9][C:8]([C:11]2[N:20]=[C:19]([C:21]([OH:23])=O)[C:18]3[C:13](=[CH:14][CH:15]=[CH:16][CH:17]=3)[N:12]=2)=[CH:7][CH:6]=1)(=[O:3])[CH3:2].Cl.[OH:25][C:26]1[C:35]([O:36][CH3:37])=[CH:34][CH:33]=[C:32]2[C:27]=1[CH2:28][CH2:29][NH:30][CH2:31]2. (2) Given the product [N+:16]([C:13]1[CH:14]=[CH:15][C:10]([CH2:9][P:4](=[O:3])([OH:5])[OH:8])=[CH:11][CH:12]=1)([O-:18])=[O:17], predict the reactants needed to synthesize it. The reactants are: C([O:3][P:4]([CH2:9][C:10]1[CH:15]=[CH:14][C:13]([N+:16]([O-:18])=[O:17])=[CH:12][CH:11]=1)(=[O:8])[O:5]CC)C.Cl. (3) Given the product [Br:1][C:2]1[CH:3]=[CH:4][C:5]2[N:17]=[N:20][N:8]([CH2:9][C:10]3[N:11]=[N:12][C:13]([Cl:16])=[CH:14][CH:15]=3)[C:6]=2[CH:7]=1, predict the reactants needed to synthesize it. The reactants are: [Br:1][C:2]1[CH:3]=[CH:4][C:5]([N+:17]([O-])=O)=[C:6]([NH:8][CH2:9][C:10]2[N:11]=[N:12][C:13]([Cl:16])=[CH:14][CH:15]=2)[CH:7]=1.[N:20]([O-])=O.[Na+]. (4) Given the product [C:40]([C:32]1[CH:33]=[C:34]([C:36]([CH3:39])([CH3:38])[CH3:37])[CH:35]=[C:29]([CH:28]=[N:27][C@H:22]2[CH2:23][CH2:24][CH2:25][CH2:26][C@@H:21]2[N:20]=[CH:19][C:18]2[C:17](=[C:16]([C:12]([CH3:15])([CH3:14])[CH3:13])[CH:46]=[C:45]([C:47]([CH3:48])([CH3:49])[CH3:50])[CH:44]=2)[OH:51])[C:30]=1[OH:31])([CH3:41])([CH3:42])[CH3:43].[Cl-:52].[Cl-:52].[Ti+4:53], predict the reactants needed to synthesize it. The reactants are: C([Li])CCC.CCCCCC.[C:12]([C:16]1[CH:46]=[C:45]([C:47]([CH3:50])([CH3:49])[CH3:48])[CH:44]=[C:18]([CH:19]=[N:20][C@H:21]2[CH2:26][CH2:25][CH2:24][CH2:23][C@@H:22]2[N:27]=[CH:28][C:29]2[C:30](=[C:32]([C:40]([CH3:43])([CH3:42])[CH3:41])[CH:33]=[C:34]([C:36]([CH3:39])([CH3:38])[CH3:37])[CH:35]=2)[OH:31])[C:17]=1[OH:51])([CH3:15])([CH3:14])[CH3:13].[Cl:52][Ti:53](Cl)(Cl)Cl.